Dataset: Forward reaction prediction with 1.9M reactions from USPTO patents (1976-2016). Task: Predict the product of the given reaction. Given the reactants Cl.[C:2]1([C:8]2([NH2:11])[CH2:10][CH2:9]2)[CH:7]=[CH:6][CH:5]=[CH:4][CH:3]=1.C(N(C(C)C)CC)(C)C.[F:21][C:22]1[CH:23]=[C:24]([CH:28]=[C:29]([C:32]2[CH:37]=[CH:36][N:35]3[N:38]=[C:39]([C:45]4[CH:50]=[CH:49][C:48]([F:51])=[CH:47][CH:46]=4)[C:40]([C:41](=[O:44])[NH:42][CH3:43])=[C:34]3[C:33]=2[F:52])[C:30]=1[CH3:31])[C:25]([OH:27])=[O:26].CN(C(ON1N=NC2C=CC=NC1=2)=[N+](C)C)C.F[P-](F)(F)(F)(F)F, predict the reaction product. The product is: [C:25]([O-:27])(=[O:26])[CH3:24].[NH4+:11].[F:52][C:33]1[C:34]2[N:35]([N:38]=[C:39]([C:45]3[CH:46]=[CH:47][C:48]([F:51])=[CH:49][CH:50]=3)[C:40]=2[C:41]([NH:42][CH3:43])=[O:44])[CH:36]=[CH:37][C:32]=1[C:29]1[CH:28]=[C:24]([C:25](=[O:26])[NH:11][C:8]2([C:2]3[CH:7]=[CH:6][CH:5]=[CH:4][CH:3]=3)[CH2:10][CH2:9]2)[CH:23]=[C:22]([F:21])[C:30]=1[CH3:31].